Dataset: Forward reaction prediction with 1.9M reactions from USPTO patents (1976-2016). Task: Predict the product of the given reaction. (1) Given the reactants COCCO[AlH2-]OCCOC.[Na+].[C:13]([O:17][C:18]([NH:20][C@@:21]12[CH2:27][CH2:26][C@:25]1([CH2:28][F:29])[CH2:24][N:23]([C@@H:30]([C:32]1[CH:37]=[CH:36][CH:35]=[CH:34][CH:33]=1)[CH3:31])[C:22]2=O)=[O:19])([CH3:16])([CH3:15])[CH3:14].O.O.O.O.C(C(C(C([O-])=O)O)O)([O-])=O.[Na+].[K+].C(OCC)(=O)C, predict the reaction product. The product is: [C:13]([O:17][C:18]([NH:20][C@@:21]12[CH2:27][CH2:26][C@:25]1([CH2:28][F:29])[CH2:24][N:23]([C@@H:30]([C:32]1[CH:33]=[CH:34][CH:35]=[CH:36][CH:37]=1)[CH3:31])[CH2:22]2)=[O:19])([CH3:14])([CH3:15])[CH3:16]. (2) Given the reactants [F:1][C:2]1[CH:7]=[CH:6][C:5]([C:8]([O:16][CH3:17])([CH2:13][CH2:14][OH:15])[C:9]([NH:11][NH2:12])=O)=[CH:4][CH:3]=1.Cl.Cl.[CH3:20][O:21][C:22]1[CH:23]=[C:24](/[CH:34]=[CH:35]/[C:36](=[NH:40])OCC)[CH:25]=[CH:26][C:27]=1[N:28]1[CH:32]=[C:31]([CH3:33])[N:30]=[CH:29]1.C(OCC)(=O)C.O, predict the reaction product. The product is: [F:1][C:2]1[CH:7]=[CH:6][C:5]([C:8]([O:16][CH3:17])([C:9]2[NH:11][N:12]=[C:36](/[CH:35]=[CH:34]/[C:24]3[CH:25]=[CH:26][C:27]([N:28]4[CH:32]=[C:31]([CH3:33])[N:30]=[CH:29]4)=[C:22]([O:21][CH3:20])[CH:23]=3)[N:40]=2)[CH2:13][CH2:14][OH:15])=[CH:4][CH:3]=1. (3) Given the reactants Br[C:2]1[CH:11]=[C:10]2[C:5]([CH:6]=[C:7]([CH3:30])[C:8]([CH:19]([O:25][C:26]([CH3:29])([CH3:28])[CH3:27])[C:20]([O:22]CC)=[O:21])=[C:9]2[C:12]2[CH:17]=[CH:16][C:15]([Cl:18])=[CH:14][CH:13]=2)=[CH:4][CH:3]=1.[C:31]([CH:33]1[CH2:37][CH2:36][CH2:35][CH2:34]1)#[CH:32], predict the reaction product. The product is: [C:26]([O:25][CH:19]([C:8]1[C:7]([CH3:30])=[CH:6][C:5]2[C:10](=[CH:11][C:2]([C:32]#[C:31][CH:33]3[CH2:37][CH2:36][CH2:35][CH2:34]3)=[CH:3][CH:4]=2)[C:9]=1[C:12]1[CH:17]=[CH:16][C:15]([Cl:18])=[CH:14][CH:13]=1)[C:20]([OH:22])=[O:21])([CH3:27])([CH3:29])[CH3:28]. (4) Given the reactants [Cl-].[Cl-].[Cl-].[Al+3].[CH2:5]([NH:7][CH2:8][CH3:9])[CH3:6].[OH:10][C@@H:11]1[CH2:14][C@H:13]([C:15]([O:17]CC2C=CC=CC=2)=O)[CH2:12]1.C(=O)(O)[O-].[Na+], predict the reaction product. The product is: [CH2:5]([N:7]([CH2:8][CH3:9])[C:15]([C@H:13]1[CH2:12][C@@H:11]([OH:10])[CH2:14]1)=[O:17])[CH3:6]. (5) Given the reactants [OH-].[Na+].[CH2:3]([O:10][C:11]1[CH:12]=[C:13]2[C:17](=[CH:18][CH:19]=1)[NH:16][CH:15]=[CH:14]2)[C:4]1[CH:9]=[CH:8][CH:7]=[CH:6][CH:5]=1.[C:20]1([S:26](Cl)(=[O:28])=[O:27])[CH:25]=[CH:24][CH:23]=[CH:22][CH:21]=1, predict the reaction product. The product is: [CH2:3]([O:10][C:11]1[CH:12]=[C:13]2[C:17](=[CH:18][CH:19]=1)[N:16]([S:26]([C:20]1[CH:25]=[CH:24][CH:23]=[CH:22][CH:21]=1)(=[O:28])=[O:27])[CH:15]=[CH:14]2)[C:4]1[CH:5]=[CH:6][CH:7]=[CH:8][CH:9]=1. (6) Given the reactants [CH3:1][O:2][C:3]1[CH:50]=[CH:49][C:6]([CH2:7][N:8]([CH2:40][C:41]2[CH:46]=[CH:45][C:44]([O:47][CH3:48])=[CH:43][CH:42]=2)[C:9]2[N:14]=[CH:13][C:12]([C:15]3[C:16]4[CH2:29][CH2:28][N:27]([C:30]5[CH:38]=[CH:37][C:33]([C:34](O)=[O:35])=[CH:32][C:31]=5[F:39])[C:17]=4[N:18]=[C:19]([N:21]4[CH2:26][CH2:25][O:24][CH2:23][CH2:22]4)[N:20]=3)=[CH:11][N:10]=2)=[CH:5][CH:4]=1.[NH2:51][CH2:52][CH2:53][C:54]1[CH:55]=[N:56][CH:57]=[CH:58][CH:59]=1, predict the reaction product. The product is: [CH3:48][O:47][C:44]1[CH:45]=[CH:46][C:41]([CH2:40][N:8]([CH2:7][C:6]2[CH:49]=[CH:50][C:3]([O:2][CH3:1])=[CH:4][CH:5]=2)[C:9]2[N:14]=[CH:13][C:12]([C:15]3[C:16]4[CH2:29][CH2:28][N:27]([C:30]5[CH:38]=[CH:37][C:33]([C:34]([NH:51][CH2:52][CH2:53][C:54]6[CH:55]=[N:56][CH:57]=[CH:58][CH:59]=6)=[O:35])=[CH:32][C:31]=5[F:39])[C:17]=4[N:18]=[C:19]([N:21]4[CH2:26][CH2:25][O:24][CH2:23][CH2:22]4)[N:20]=3)=[CH:11][N:10]=2)=[CH:42][CH:43]=1. (7) Given the reactants [Na].Br[C:3]1[N:10]=[C:9]([NH2:11])[CH:8]=[C:7]([NH2:12])[C:4]=1[C:5]#[N:6].[CH3:13][OH:14], predict the reaction product. The product is: [NH2:12][C:7]1[C:4]([C:5]#[N:6])=[C:3]([O:14][CH3:13])[N:10]=[C:9]([NH2:11])[CH:8]=1. (8) Given the reactants [CH3:1][C:2]1([CH3:11])[CH2:7][CH2:6][CH:5]([CH2:8][CH2:9][OH:10])[CH2:4][CH2:3]1.[Br:12][C:13]1[CH:18]=[CH:17][C:16]([S:19](Cl)(=[O:21])=[O:20])=[CH:15][CH:14]=1.C(N(CC)CC)C.Cl, predict the reaction product. The product is: [Br:12][C:13]1[CH:18]=[CH:17][C:16]([S:19]([O:10][CH2:9][CH2:8][CH:5]2[CH2:4][CH2:3][C:2]([CH3:11])([CH3:1])[CH2:7][CH2:6]2)(=[O:21])=[O:20])=[CH:15][CH:14]=1. (9) Given the reactants [F:1][C:2]1[CH:7]=[CH:6][C:5]([N:8]2[C:11](=[O:12])[C@H:10]([S:13][CH2:14][C:15]([C:17]3[CH:22]=[CH:21][C:20]([F:23])=[CH:19][CH:18]=3)=[O:16])[C@H:9]2[C:24]2[CH:38]=[CH:37][C:27]([O:28][CH2:29][C:30]([NH:32][CH2:33][C:34](O)=[O:35])=[O:31])=[CH:26][CH:25]=2)=[CH:4][CH:3]=1.CN1CCOCC1.CN(C(ON1N=NC2C=CC=CC1=2)=[N+](C)C)C.[B-](F)(F)(F)F.[NH2:68][CH:69]([C:74]([CH3:77])([CH3:76])[CH3:75])[CH2:70][C:71]([OH:73])=[O:72].[BH4-].[Na+], predict the reaction product. The product is: [F:1][C:2]1[CH:3]=[CH:4][C:5]([N:8]2[C:11](=[O:12])[C@H:10]([S:13][CH2:14][CH:15]([C:17]3[CH:18]=[CH:19][C:20]([F:23])=[CH:21][CH:22]=3)[OH:16])[C@H:9]2[C:24]2[CH:25]=[CH:26][C:27]([O:28][CH2:29][C:30]([NH:32][CH2:33][C:34]([NH:68][CH:69]([C:74]([CH3:77])([CH3:76])[CH3:75])[CH2:70][C:71]([OH:73])=[O:72])=[O:35])=[O:31])=[CH:37][CH:38]=2)=[CH:6][CH:7]=1.